Dataset: Forward reaction prediction with 1.9M reactions from USPTO patents (1976-2016). Task: Predict the product of the given reaction. (1) Given the reactants CS([O:5][CH:6]1[CH2:11][CH2:10][N:9]([C:12]2[N:17]=[CH:16][C:15]([CH2:18][CH3:19])=[CH:14][N:13]=2)[CH2:8][CH2:7]1)(=O)=O.[Cl:20][C:21]1[CH:22]=[C:23]([CH:27]=[CH:28][C:29]=1O)[C:24]([O-:26])=[O:25].[C:31]([O-])([O-])=O.[Cs+].[Cs+], predict the reaction product. The product is: [Cl:20][C:21]1[CH:22]=[C:23]([CH:27]=[CH:28][C:29]=1[O:5][CH:6]1[CH2:11][CH2:10][N:9]([C:12]2[N:17]=[CH:16][C:15]([CH2:18][CH3:19])=[CH:14][N:13]=2)[CH2:8][CH2:7]1)[C:24]([O:26][CH3:31])=[O:25]. (2) Given the reactants [Br:1][C:2]1[CH:7]=[CH:6][C:5]([CH2:8][C:9]([OH:11])=O)=[CH:4][CH:3]=1.[CH:12]([N:15]([CH:18]([CH3:20])C)[CH2:16]C)(C)C.F[P-](F)(F)(F)(F)F.Br[P+]([N:40]1[CH2:44][CH2:43][CH2:42][CH2:41]1)([N:40]1[CH2:44][CH2:43][CH2:42][CH2:41]1)[N:40]1[CH2:44][CH2:43][CH2:42][CH2:41]1.[ClH:45].C(O[CH2:49][CH3:50])C, predict the reaction product. The product is: [ClH:45].[CH3:4][C:3]1[CH:41]=[CH:42][C:43]([CH2:44][N:40]([CH:50]2[CH2:49][CH2:16][N:15]([CH3:12])[CH2:18][CH2:20]2)[C:9](=[O:11])[CH2:8][C:5]2[CH:4]=[CH:3][C:2]([Br:1])=[CH:7][CH:6]=2)=[CH:7][CH:2]=1. (3) Given the reactants [CH2:1]=[CH:2][C:3](=[CH2:5])[CH3:4].[CH2:6]=[CH:7][C:8]1[CH:13]=[CH:12][CH:11]=[CH:10][CH:9]=1, predict the reaction product. The product is: [CH2:1]=[CH:2][C:3](=[CH2:4])[CH3:5].[CH2:6]=[CH:7][C:8]1[CH:13]=[CH:12][CH:11]=[CH:10][CH:9]=1.